Dataset: Catalyst prediction with 721,799 reactions and 888 catalyst types from USPTO. Task: Predict which catalyst facilitates the given reaction. Reactant: [CH:1]1([CH:6]2[NH:10][NH:9][C:8](=[O:11])[CH2:7]2)[CH2:5][CH2:4][CH2:3][CH2:2]1.Cl[C:13]1[CH:20]=[CH:19][C:16]([C:17]#[N:18])=[C:15]([CH3:21])[N:14]=1. Product: [CH:1]1([CH:6]2[N:10]([C:13]3[CH:20]=[CH:19][C:16]([C:17]#[N:18])=[C:15]([CH3:21])[N:14]=3)[NH:9][C:8](=[O:11])[CH2:7]2)[CH2:2][CH2:3][CH2:4][CH2:5]1. The catalyst class is: 6.